Dataset: Full USPTO retrosynthesis dataset with 1.9M reactions from patents (1976-2016). Task: Predict the reactants needed to synthesize the given product. (1) Given the product [F:31][C:19]([F:18])([F:30])[C:20]1[CH:28]=[C:27]2[C:23]([CH:24]=[CH:25][N:26]2[NH:29][C:15]([C:11]2[C:12]([CH3:14])=[N:13][C:8]([C:4]3[CH:5]=[CH:6][CH:7]=[C:2]([F:1])[CH:3]=3)=[N:9][CH:10]=2)=[O:17])=[CH:22][CH:21]=1, predict the reactants needed to synthesize it. The reactants are: [F:1][C:2]1[CH:3]=[C:4]([C:8]2[N:13]=[C:12]([CH3:14])[C:11]([C:15]([OH:17])=O)=[CH:10][N:9]=2)[CH:5]=[CH:6][CH:7]=1.[F:18][C:19]([F:31])([F:30])[C:20]1[CH:28]=[C:27]2[C:23]([CH:24]=[CH:25][N:26]2[NH2:29])=[CH:22][CH:21]=1.C[N+]1(C2N=C(OC)N=C(OC)N=2)CCOCC1.[Cl-]. (2) Given the product [CH2:25]([N:11]1[C:12]2[C:17](=[CH:16][CH:15]=[CH:14][CH:13]=2)[N:8]([C:6](=[O:7])[C:5]2[CH:18]=[CH:19][C:20]([O:21][CH3:22])=[C:3]([O:2][CH3:1])[CH:4]=2)[CH2:9][CH2:10]1)[C:26]1[CH:31]=[CH:30][CH:29]=[CH:28][CH:27]=1, predict the reactants needed to synthesize it. The reactants are: [CH3:1][O:2][C:3]1[CH:4]=[C:5]([CH:18]=[CH:19][C:20]=1[O:21][CH3:22])[C:6]([N:8]1[C:17]2[C:12](=[CH:13][CH:14]=[CH:15][CH:16]=2)[NH:11][CH2:10][CH2:9]1)=[O:7].[H-].[Na+].[CH2:25](Br)[C:26]1[CH:31]=[CH:30][CH:29]=[CH:28][CH:27]=1.C(OCC)(=O)C. (3) The reactants are: C[O:2][C:3]([C:5]1([C:9]2[CH:14]=[CH:13][C:12]([NH:15][C:16]3[CH:21]=[C:20]([C:22]4[CH:27]=[CH:26][CH:25]=[CH:24][CH:23]=4)[N:19]=[C:18]([NH:28][C:29]([CH3:32])([CH3:31])[CH3:30])[N:17]=3)=[CH:11][CH:10]=2)[CH2:8][CH2:7][CH2:6]1)=[O:4].[OH-].[K+].O. Given the product [C:29]([NH:28][C:18]1[N:17]=[C:16]([NH:15][C:12]2[CH:13]=[CH:14][C:9]([C:5]3([C:3]([OH:4])=[O:2])[CH2:8][CH2:7][CH2:6]3)=[CH:10][CH:11]=2)[CH:21]=[C:20]([C:22]2[CH:27]=[CH:26][CH:25]=[CH:24][CH:23]=2)[N:19]=1)([CH3:32])([CH3:30])[CH3:31], predict the reactants needed to synthesize it. (4) Given the product [C:9]([C:5]1[CH:4]=[CH:3][C:2]([N:1]2[C:13](=[O:14])[C:21]3[C:16](=[CH:17][CH:18]=[CH:19][CH:20]=3)[C:15]2=[O:22])=[CH:7][C:6]=1[OH:8])([CH3:12])([CH3:11])[CH3:10], predict the reactants needed to synthesize it. The reactants are: [NH2:1][C:2]1[CH:3]=[CH:4][C:5]([C:9]([CH3:12])([CH3:11])[CH3:10])=[C:6]([OH:8])[CH:7]=1.[C:13]1(=O)[C:21]2[C:16](=[CH:17][CH:18]=[CH:19][CH:20]=2)[C:15](=[O:22])[O:14]1.C(N(CC)CC)C. (5) Given the product [CH3:4][CH:3]([CH3:5])[CH2:2][CH2:1][CH2:7][C:8](=[O:9])[CH3:10], predict the reactants needed to synthesize it. The reactants are: [CH:1](=O)[CH2:2][CH:3]([CH3:5])[CH3:4].[CH3:7][C:8]([CH3:10])=[O:9]. (6) Given the product [CH2:38]([O:45][C:46]([NH:48][C@H:49]([C:77]([NH:19][CH2:18][CH2:17][O:16][C@H:15]1[O:20][C@H:21]([CH2:24][O:25][C@H:26]2[O:34][C@H:33]([CH2:35][OH:36])[C@@H:31]([OH:32])[C@H:29]([OH:30])[C@@H:27]2[OH:28])[C@@H:22]([OH:23])[C@H:13]([O:12][C@H:1]2[O:9][C@H:8]([CH2:10][OH:11])[C@@H:6]([OH:7])[C@H:4]([OH:5])[C@@H:2]2[OH:3])[C@@H:14]1[OH:37])=[O:78])[CH2:50][CH2:51][CH2:52][CH2:53][NH:54][C:55](=[O:76])[CH2:56][CH2:57][CH2:58][CH2:59][C:60]([NH:62][CH2:63][CH2:64][O:65][C@@H:66]1[O:74][C@@H:73]([CH3:75])[C@@H:71]([OH:72])[C@@H:69]([OH:70])[C@@H:67]1[OH:68])=[O:61])=[O:47])[C:39]1[CH:44]=[CH:43][CH:42]=[CH:41][CH:40]=1, predict the reactants needed to synthesize it. The reactants are: [C@H:1]1([O:12][C@H:13]2[C@H:22]([OH:23])[C@@H:21]([CH2:24][O:25][C@H:26]3[O:34][C@H:33]([CH2:35][OH:36])[C@@H:31]([OH:32])[C@H:29]([OH:30])[C@@H:27]3[OH:28])[O:20][C@H:15]([O:16][CH2:17][CH2:18][NH2:19])[C@H:14]2[OH:37])[O:9][C@H:8]([CH2:10][OH:11])[C@@H:6]([OH:7])[C@H:4]([OH:5])[C@@H:2]1[OH:3].[CH2:38]([O:45][C:46]([NH:48][C@H:49]([C:77](ON1C(=O)CCC1=O)=[O:78])[CH2:50][CH2:51][CH2:52][CH2:53][NH:54][C:55](=[O:76])[CH2:56][CH2:57][CH2:58][CH2:59][C:60]([NH:62][CH2:63][CH2:64][O:65][C@@H:66]1[O:74][C@@H:73]([CH3:75])[C@@H:71]([OH:72])[C@@H:69]([OH:70])[C@@H:67]1[OH:68])=[O:61])=[O:47])[C:39]1[CH:44]=[CH:43][CH:42]=[CH:41][CH:40]=1. (7) The reactants are: [Br:1][C:2]1[CH:3]=[C:4]2[C:9](=[CH:10][CH:11]=1)[N:8]=[CH:7][N:6]([C:12]1[CH:13]=[C:14]([CH:19]=[CH:20][C:21]=1[CH3:22])[C:15]([O:17]C)=[O:16])[C:5]2=[O:23]. Given the product [Br:1][C:2]1[CH:3]=[C:4]2[C:9](=[CH:10][CH:11]=1)[N:8]=[CH:7][N:6]([C:12]1[CH:13]=[C:14]([CH:19]=[CH:20][C:21]=1[CH3:22])[C:15]([OH:17])=[O:16])[C:5]2=[O:23], predict the reactants needed to synthesize it.